Dataset: Forward reaction prediction with 1.9M reactions from USPTO patents (1976-2016). Task: Predict the product of the given reaction. (1) Given the reactants [F:1][C:2]1[CH:7]=[CH:6][CH:5]=[CH:4][C:3]=1[N:8]1[C:12]([C:13]2[CH:18]=[CH:17][C:16]([N+:19]([O-:21])=O)=[CH:15][CH:14]=2)=[CH:11][CH:10]=[N:9]1.[Cl:22][C:23]1[CH:28]=[CH:27][C:26]([CH2:29]C#N)=[CH:25][CH:24]=1, predict the reaction product. The product is: [Cl:22][C:23]1[CH:28]=[CH:27][C:26]([C:29]2[O:21][N:19]=[C:16]3[CH:15]=[CH:14][C:13]([C:12]4[N:8]([C:3]5[CH:4]=[CH:5][CH:6]=[CH:7][C:2]=5[F:1])[N:9]=[CH:10][CH:11]=4)=[CH:18][C:17]=23)=[CH:25][CH:24]=1. (2) Given the reactants [F:1][C:2]1[CH:7]=[C:6]([C:8]2[CH:9]=[C:10]3[CH:16]=[CH:15][NH:14][C:11]3=[N:12][CH:13]=2)[CH:5]=[CH:4][C:3]=1[C:17]1[CH2:22][CH2:21][N:20]([C:23]([O:25][C:26]([CH3:29])([CH3:28])[CH3:27])=[O:24])[CH2:19][CH:18]=1, predict the reaction product. The product is: [F:1][C:2]1[CH:7]=[C:6]([C:8]2[CH:9]=[C:10]3[CH:16]=[CH:15][NH:14][C:11]3=[N:12][CH:13]=2)[CH:5]=[CH:4][C:3]=1[CH:17]1[CH2:22][CH2:21][N:20]([C:23]([O:25][C:26]([CH3:29])([CH3:28])[CH3:27])=[O:24])[CH2:19][CH2:18]1.